From a dataset of Catalyst prediction with 721,799 reactions and 888 catalyst types from USPTO. Predict which catalyst facilitates the given reaction. (1) Reactant: CCCC[N+](CCCC)(CCCC)CCCC.[F-].[CH3:19][N:20]([CH3:52])[C:21]1[S:22][C@H:23]2[O:29][C@H:28]([CH:30]=[O:31])[C@@H:27]([O:32][CH2:33][C:34]3[CH:39]=[CH:38][C:37]([O:40][CH3:41])=[CH:36][CH:35]=3)[C@H:26]([O:42][CH2:43][C:44]3[CH:49]=[CH:48][C:47]([O:50][CH3:51])=[CH:46][CH:45]=3)[C@H:24]2[N:25]=1.[Si]([C:57]([F:60])([F:59])[F:58])(C)(C)C. Product: [CH3:52][N:20]([CH3:19])[C:21]1[S:22][C@H:23]2[O:29][C@H:28]([CH:30]([OH:31])[C:57]([F:60])([F:59])[F:58])[C@@H:27]([O:32][CH2:33][C:34]3[CH:35]=[CH:36][C:37]([O:40][CH3:41])=[CH:38][CH:39]=3)[C@H:26]([O:42][CH2:43][C:44]3[CH:45]=[CH:46][C:47]([O:50][CH3:51])=[CH:48][CH:49]=3)[C@H:24]2[N:25]=1. The catalyst class is: 1. (2) Reactant: [C:1]([C@H:4]1[CH2:8][C@H:7]([OH:9])[CH2:6][N:5]1[C:10]([O:12][C:13]([CH3:16])([CH3:15])[CH3:14])=[O:11])(=O)[NH2:2].N1C=CC=CC=1.FC(F)(F)C(OC(=O)C(F)(F)F)=O.C(=O)(O)[O-].[Na+]. Product: [C:1]([C@H:4]1[CH2:8][C@H:7]([OH:9])[CH2:6][N:5]1[C:10]([O:12][C:13]([CH3:16])([CH3:15])[CH3:14])=[O:11])#[N:2]. The catalyst class is: 13.